From a dataset of Peptide-MHC class II binding affinity with 134,281 pairs from IEDB. Regression. Given a peptide amino acid sequence and an MHC pseudo amino acid sequence, predict their binding affinity value. This is MHC class II binding data. (1) The peptide sequence is VILTDGPERVILAGP. The MHC is DRB1_0901 with pseudo-sequence DRB1_0901. The binding affinity (normalized) is 0.239. (2) The binding affinity (normalized) is 0.0645. The MHC is DRB1_1201 with pseudo-sequence DRB1_1201. The peptide sequence is KVTAKGVSEANTCAA.